From a dataset of Reaction yield outcomes from USPTO patents with 853,638 reactions. Predict the reaction yield, written as a fraction of the theoretical maximum amount of product (1.0 means a 100% yield; for example, 0.34 means a 34% yield). (1) The reactants are [C:1]([O:5][C:6](=[O:20])[NH:7][C:8]1[CH:13]=[C:12]([O:14][CH3:15])[C:11]([CH3:16])=[C:10]([O:17][CH3:18])[C:9]=1[Br:19])([CH3:4])([CH3:3])[CH3:2].C1C(=O)N([Br:28])C(=O)C1.CC(N=NC(C#N)(C)C)(C#N)C. The catalyst is C(Cl)(Cl)(Cl)Cl. The product is [C:1]([O:5][C:6](=[O:20])[NH:7][C:8]1[CH:13]=[C:12]([O:14][CH3:15])[C:11]([CH2:16][Br:28])=[C:10]([O:17][CH3:18])[C:9]=1[Br:19])([CH3:4])([CH3:2])[CH3:3]. The yield is 0.910. (2) The reactants are [OH:1][C:2]1[C:3](=[O:29])[C:4]([C:18]2[N:22]([C:23]3[CH:28]=[CH:27][CH:26]=[CH:25][CH:24]=3)[N:21]=[CH:20][CH:19]=2)=[N:5][N:6]([C:8]2[CH:13]=[CH:12][CH:11]=[C:10]([C:14]([F:17])([F:16])[F:15])[CH:9]=2)[CH:7]=1.I[CH2:31][CH3:32].C([O-])([O-])=O.[K+].[K+].O. The catalyst is CN(C=O)C. The product is [CH2:31]([O:1][C:2]1[C:3](=[O:29])[C:4]([C:18]2[N:22]([C:23]3[CH:24]=[CH:25][CH:26]=[CH:27][CH:28]=3)[N:21]=[CH:20][CH:19]=2)=[N:5][N:6]([C:8]2[CH:13]=[CH:12][CH:11]=[C:10]([C:14]([F:16])([F:15])[F:17])[CH:9]=2)[CH:7]=1)[CH3:32]. The yield is 0.880.